Dataset: Drug-target binding data from BindingDB using Ki measurements. Task: Regression. Given a target protein amino acid sequence and a drug SMILES string, predict the binding affinity score between them. We predict pKi (pKi = -log10(Ki in M); higher means stronger inhibition). Dataset: bindingdb_ki. (1) The target protein (Q9NRG4) has sequence MRAEGLGGLERFCSPGKGRGLRALQPFQVGDLLFSCPAYAYVLTVNERGNHCEYCFTRKEGLSKCGRCKQAFYCNVECQKEDWPMHKLECSPMVVFGENWNPSETVRLTARILAKQKIHPERTPSEKLLAVKEFESHLDKLDNEKKDLIQSDIAALHHFYSKHLGFPDNDSLVVLFAQVNCNGFTIEDEELSHLGSAIFPDVALMNHSCCPNVIVTYKGTLAEVRAVQEIKPGEEVFTSYIDLLYPTEDRNDRLRDSYFFTCECQECTTKDKDKAKVEIRKLSDPPKAEAIRDMVRYARNVIEEFRRAKHYKSPSELLEICELSQEKMSSVFEDSNVYMLHMMYQAMGVCLYMQDWEGALQYGQKIIKPYSKHYPLYSLNVASMWLKLGRLYMGLEHKAAGEKALKKAIAIMEVAHGKDHPYISEIKQEIESH. The small molecule is CCN(C(=O)CO)[C@H]1CN(/C(=N\C#N)Nc2cccc(OC(F)F)c2)N=C1c1ccc(Cl)c(Cl)c1. The pKi is 7.5. (2) The target protein (P30937) has sequence MNTPATLPLGGEDTTWTPGINASWAPDEEEDAVRSDGTGTAGMVTIQCIYALVCLVGLVGNALVIFVILRYAKMKTATNIYLLNLAVADELFMLSVPFVASAAALRHWPFGAVLCRAVLSVDGLNMFTSVFCLTVLSVDRYVAVVHPLRAATYRRPSVAKLINLGVWLASLLVTLPIAVFADTRPARGGEAVACNLHWPHPAWSAVFVIYTFLLGFLLPVLAIGLCYLLIVGKMRAVALRAGWQQRRRSEKKITRLVLMVVTVFVLCWMPFYVVQLLNLFVTSLDATVNHVSLILSYANSCANPILYGFLSDNFRRSFQRVLCLRCCLLETTGGAEEEPLDYYATALKSRGGPGCICPPLPCQQEPMQAEPACKRVPFTKTTTF. The drug is C[C@H](N)C(=O)NCC(=O)N[C@@H]1CSSC[C@@H](C(=O)O)NC(=O)[C@H](CO)NC(=O)[C@@H]([C@@H](C)O)NC(=O)[C@H](Cc2ccccc2)NC(=O)[C@@H]([C@@H](C)O)NC(=O)[C@H](CCCCN)NC(=O)[C@@H](Cc2c[nH]c3ccccc23)NC(=O)[C@H](Cc2ccccc2)NC(=O)[C@@H](Cc2ccccc2)NC(=O)[C@H](CC(N)=O)NC(=O)[C@@H](CCCCN)NC1=O. The pKi is 8.2. (3) The drug is N[C@@H](Cn1cc(Br)c(=O)[nH]c1=O)C(=O)O. The target protein (P48058) has sequence MRIISRQIVLLFSGFWGLAMGAFPSSVQIGGLFIRNTDQEYTAFRLAIFLHNTSPNASEAPFNLVPHVDNIETANSFAVTNAFCSQYSRGVFAIFGLYDKRSVHTLTSFCSALHISLITPSFPTEGESQFVLQLRPSLRGALLSLLDHYEWNCFVFLYDTDRGYSILQAIMEKAGQNGWHVSAICVENFNDVSYRQLLEELDRRQEKKFVIDCEIERLQNILEQIVSVGKHVKGYHYIIANLGFKDISLERFIHGGANVTGFQLVDFNTPMVIKLMDRWKKLDQREYPGSETPPKYTSALTYDGVLVMAETFRSLRRQKIDISRRGNAGDCLANPAAPWGQGIDMERTLKQVRIQGLTGNVQFDHYGRRVNYTMDVFELKSTGPRKVGYWNDMDKLVLIQDVPTLGNDTAAIENRTVVVTTIMESPYVMYKKNHEMFEGNDKYEGYCVDLASEIAKHIGIKYKIAIVPDGKYGARDADTKIWNGMVGELVYGKAEIAIAP.... The pKi is 6.3. (4) The small molecule is O=C(N[C@@H]1CCOC[C@@H]1C(=O)NO)c1ccc(Cc2c(C(F)(F)F)nn3ccccc23)cc1. The target protein (P22894) has sequence MFSLKTLPFLLLLHVQISKAFPVSSKEKNTKTVQDYLEKFYQLPSNQYQSTRKNGTNVIVEKLKEMQRFFGLNVTGKPNEETLDMMKKPRCGVPDSGGFMLTPGNPKWERTNLTYRIRNYTPQLSEAEVERAIKDAFELWSVASPLIFTRISQGEADINIAFYQRDHGDNSPFDGPNGILAHAFQPGQGIGGDAHFDAEETWTNTSANYNLFLVAAHEFGHSLGLAHSSDPGALMYPNYAFRETSNYSLPQDDIDGIQAIYGLSSNPIQPTGPSTPKPCDPSLTFDAITTLRGEILFFKDRYFWRRHPQLQRVEMNFISLFWPSLPTGIQAAYEDFDRDLIFLFKGNQYWALSGYDILQGYPKDISNYGFPSSVQAIDAAVFYRSKTYFFVNDQFWRYDNQRQFMEPGYPKSISGAFPGIESKVDAVFQQEHFFHVFSGPRYYAFDLIAQRVTRVARGNKWLNCRYG. The pKi is 5.5. (5) The compound is CCNC(=O)C1CCCN1C(=O)[C@H](CCCNC(=N)N)NC(=O)[C@H](CC(C)C)NC(=O)[C@@H](Cc1c[nH]c2ccccc12)NC(=O)[C@H](Cc1ccc(O)cc1)NC(=O)[C@H](CO)NC(=O)COc1cccc2ccccc12. The target protein (P16235) has sequence MGRRVPALRQLLVLAVLLLKPSQLQSRELSGSRCPEPCDCAPDGALRCPGPRAGLARLSLTYLPVKVIPSQAFRGLNEVVKIEISQSDSLERIEANAFDNLLNLSELLIQNTKNLLYIEPGAFTNLPRLKYLSICNTGIRTLPDVTKISSSEFNFILEICDNLHITTIPGNAFQGMNNESVTLKLYGNGFEEVQSHAFNGTTLISLELKENIYLEKMHSGAFQGATGPSILDISSTKLQALPSHGLESIQTLIALSSYSLKTLPSKEKFTSLLVATLTYPSHCCAFRNLPKKEQNFSFSIFENFSKQCESTVRKADNETLYSAIFEENELSGWDYDYGFCSPKTLQCAPEPDAFNPCEDIMGYAFLRVLIWLINILAIFGNLTVLFVLLTSRYKLTVPRFLMCNLSFADFCMGLYLLLIASVDSQTKGQYYNHAIDWQTGSGCGAAGFFTVFASELSVYTLTVITLERWHTITYAVQLDQKLRLRHAIPIMLGGWLFSTL.... The pKi is 8.7. (6) The drug is Cc1nc2n(c(=O)c1CCN1CCC(c3noc4cc(F)ccc34)CC1)CCCC2. The target protein sequence is SNRSLNATATQGAWDPGTLQALKIALVVLLSIITLATVLSNAFVLTTIFLTRKLHTPANCLIGSLAMTDLLVSILVMPISIAYTTTHTWSFGQLLCDIWLSSDITCCTASILHLCVIAL. The pKi is 7.2.